Dataset: NCI-60 drug combinations with 297,098 pairs across 59 cell lines. Task: Regression. Given two drug SMILES strings and cell line genomic features, predict the synergy score measuring deviation from expected non-interaction effect. (1) Drug 1: C1=CC=C(C=C1)NC(=O)CCCCCCC(=O)NO. Drug 2: C(CCl)NC(=O)N(CCCl)N=O. Cell line: M14. Synergy scores: CSS=0.931, Synergy_ZIP=-4.84, Synergy_Bliss=-5.69, Synergy_Loewe=-16.0, Synergy_HSA=-5.68. (2) Synergy scores: CSS=3.06, Synergy_ZIP=2.63, Synergy_Bliss=5.56, Synergy_Loewe=-0.648, Synergy_HSA=0.0618. Drug 2: CN1C(=O)N2C=NC(=C2N=N1)C(=O)N. Cell line: NCI-H522. Drug 1: C1CC(=O)NC(=O)C1N2CC3=C(C2=O)C=CC=C3N.